This data is from Forward reaction prediction with 1.9M reactions from USPTO patents (1976-2016). The task is: Predict the product of the given reaction. (1) Given the reactants [Br:1]Br.[OH:3][C:4]1[C:9]([C:10]([O:12][C:13]2[CH:18]=[CH:17][CH:16]=[CH:15][CH:14]=2)=[O:11])=[C:8]([CH3:19])[C:7]([O:20][CH3:21])=[CH:6][CH:5]=1.C([O-])([O-])=O.[K+].[K+].[CH:28]1[CH:33]=[CH:32][C:31]([CH2:34]Br)=[CH:30][CH:29]=1, predict the reaction product. The product is: [CH2:34]([O:3][C:4]1[C:5]([Br:1])=[CH:6][C:7]([O:20][CH3:21])=[C:8]([CH3:19])[C:9]=1[C:10]([O:12][C:13]1[CH:18]=[CH:17][CH:16]=[CH:15][CH:14]=1)=[O:11])[C:31]1[CH:32]=[CH:33][CH:28]=[CH:29][CH:30]=1. (2) Given the reactants C1(C2C=CC=CC=2)C=C[C:4]([S:7]([NH:10][C:11]([NH:13][CH2:14][CH2:15][C:16]2[CH:21]=[CH:20][C:19]([N:22]3[C:26]4=[N:27][C:28]([CH3:32])=[CH:29][C:30]([CH3:31])=[C:25]4[N:24]=[C:23]3[CH2:33][CH3:34])=[CH:18][CH:17]=2)=[O:12])(=[O:9])=[O:8])=[CH:3]C=1.[S:41]1[C:45]2[CH:46]=[CH:47][CH:48]=[CH:49][C:44]=2C=C1S(N)(=O)=O, predict the reaction product. The product is: [S:41]1[C:45]2[CH:46]=[CH:47][CH:48]=[CH:49][C:44]=2[CH:3]=[C:4]1[S:7]([NH:10][C:11]([NH:13][CH2:14][CH2:15][C:16]1[CH:21]=[CH:20][C:19]([N:22]2[C:26]3=[N:27][C:28]([CH3:32])=[CH:29][C:30]([CH3:31])=[C:25]3[N:24]=[C:23]2[CH2:33][CH3:34])=[CH:18][CH:17]=1)=[O:12])(=[O:9])=[O:8]. (3) The product is: [C:16]1([NH:15][C:2]2[CH:7]=[CH:6][C:5]([C:8]3[CH:13]=[CH:12][C:11]([NH:15][C:16]4[C:25]5[C:20](=[CH:21][CH:22]=[CH:23][CH:24]=5)[CH:19]=[CH:18][CH:17]=4)=[CH:10][CH:9]=3)=[CH:4][CH:3]=2)[C:25]2[C:20](=[CH:21][CH:22]=[CH:23][CH:24]=2)[CH:19]=[CH:18][CH:17]=1. Given the reactants I[C:2]1[CH:7]=[CH:6][C:5]([C:8]2[CH:13]=[CH:12][C:11](I)=[CH:10][CH:9]=2)=[CH:4][CH:3]=1.[NH2:15][C:16]1[C:25]2[C:20](=[CH:21][CH:22]=[CH:23][CH:24]=2)[CH:19]=[CH:18][CH:17]=1.C(=O)([O-])[O-].[K+].[K+], predict the reaction product. (4) Given the reactants [CH3:1][C:2]([CH3:27])([CH3:26])[CH2:3][CH2:4][NH:5][C:6]([NH:8][C:9]1[CH:14]=[C:13](B2OC(C)(C)C(C)(C)O2)[C:12]([CH3:24])=[CH:11][C:10]=1[F:25])=[O:7].FC(F)(F)S(O[C:34]1[C:45]([CH3:46])=[N:44][C:37]2[N:38]=[C:39]([S:42][CH3:43])[N:40]=[CH:41][C:36]=2[CH:35]=1)(=O)=O.C([O-])([O-])=O.[K+].[K+], predict the reaction product. The product is: [CH3:27][C:2]([CH3:1])([CH3:26])[CH2:3][CH2:4][NH:5][C:6]([NH:8][C:9]1[CH:14]=[C:13]([C:34]2[C:45]([CH3:46])=[N:44][C:37]3[N:38]=[C:39]([S:42][CH3:43])[N:40]=[CH:41][C:36]=3[CH:35]=2)[C:12]([CH3:24])=[CH:11][C:10]=1[F:25])=[O:7]. (5) Given the reactants [CH3:1][O:2][C:3]1[CH:8]=[CH:7][C:6]([O:9][CH3:10])=[CH:5][C:4]=1[C:11](=[O:29])[CH2:12][N:13]1[C:17]([C:18]([O:20][CH2:21][CH3:22])=[O:19])=[CH:16][C:15](C2C=NC=CC=2)=[N:14]1.C[Si](C)(C)[C:32]1[CH:36]=[C:35]([C:37](OCC)=O)N[N:33]=1.Br[CH2:45]C(C1C=C(OC)C=CC=1OC)=O, predict the reaction product. The product is: [CH3:1][O:2][C:3]1[CH:8]=[CH:7][C:6]([O:9][CH3:10])=[CH:5][C:4]=1[C:11](=[O:29])[CH2:12][N:13]1[C:17]([C:18]([O:20][CH2:21][CH3:22])=[O:19])=[CH:16][C:15]([C:45]2[CH:37]=[CH:35][CH:36]=[CH:32][N:33]=2)=[N:14]1. (6) Given the reactants [NH2:1][CH2:2][C:3]1[CH:11]=[CH:10][C:6]([C:7]([OH:9])=[O:8])=[CH:5][CH:4]=1.N.[N:13]#[C:14][NH2:15], predict the reaction product. The product is: [NH:1]([CH2:2][C:3]1[CH:4]=[CH:5][C:6]([C:7]([OH:9])=[O:8])=[CH:10][CH:11]=1)[C:14]([NH2:15])=[NH:13].